This data is from Forward reaction prediction with 1.9M reactions from USPTO patents (1976-2016). The task is: Predict the product of the given reaction. (1) Given the reactants C(Cl)(=O)C(Cl)=O.CS(C)=O.[C:11]([O:15][C:16]([N:18]1[CH2:23][CH2:22][N:21]([C:24]([O:26][C:27]([CH3:30])([CH3:29])[CH3:28])=[O:25])[CH2:20][C@@H:19]1[CH2:31][CH:32]([OH:34])[CH3:33])=[O:17])([CH3:14])([CH3:13])[CH3:12].C(N(CC)CC)C, predict the reaction product. The product is: [C:11]([O:15][C:16]([N:18]1[CH2:23][CH2:22][N:21]([C:24]([O:26][C:27]([CH3:30])([CH3:29])[CH3:28])=[O:25])[CH2:20][C@@H:19]1[CH2:31][C:32](=[O:34])[CH3:33])=[O:17])([CH3:14])([CH3:13])[CH3:12]. (2) Given the reactants [Cl:1][C:2]1[C:7]([F:8])=[C:6](Cl)[N:5]2[N:10]=[CH:11][CH:12]=[C:4]2[N:3]=1.[NH4+:13].[OH-], predict the reaction product. The product is: [Cl:1][C:2]1[C:7]([F:8])=[C:6]([NH2:13])[N:5]2[N:10]=[CH:11][CH:12]=[C:4]2[N:3]=1.